This data is from NCI-60 drug combinations with 297,098 pairs across 59 cell lines. The task is: Regression. Given two drug SMILES strings and cell line genomic features, predict the synergy score measuring deviation from expected non-interaction effect. (1) Drug 1: C1CN1P(=S)(N2CC2)N3CC3. Drug 2: CC1=C(N=C(N=C1N)C(CC(=O)N)NCC(C(=O)N)N)C(=O)NC(C(C2=CN=CN2)OC3C(C(C(C(O3)CO)O)O)OC4C(C(C(C(O4)CO)O)OC(=O)N)O)C(=O)NC(C)C(C(C)C(=O)NC(C(C)O)C(=O)NCCC5=NC(=CS5)C6=NC(=CS6)C(=O)NCCC[S+](C)C)O. Cell line: DU-145. Synergy scores: CSS=42.3, Synergy_ZIP=-9.33, Synergy_Bliss=-0.892, Synergy_Loewe=1.50, Synergy_HSA=3.34. (2) Drug 1: C1CCC(CC1)NC(=O)N(CCCl)N=O. Drug 2: C1C(C(OC1N2C=NC3=C(N=C(N=C32)Cl)N)CO)O. Cell line: OVCAR3. Synergy scores: CSS=3.35, Synergy_ZIP=-4.79, Synergy_Bliss=-6.69, Synergy_Loewe=-14.9, Synergy_HSA=-8.16. (3) Drug 1: CCCS(=O)(=O)NC1=C(C(=C(C=C1)F)C(=O)C2=CNC3=C2C=C(C=N3)C4=CC=C(C=C4)Cl)F. Drug 2: CC1=C(C(=O)C2=C(C1=O)N3CC4C(C3(C2COC(=O)N)OC)N4)N. Cell line: HS 578T. Synergy scores: CSS=9.66, Synergy_ZIP=7.53, Synergy_Bliss=3.23, Synergy_Loewe=-11.0, Synergy_HSA=-2.84.